From a dataset of Catalyst prediction with 721,799 reactions and 888 catalyst types from USPTO. Predict which catalyst facilitates the given reaction. (1) Product: [C:19]([O:18][C:16]([N:1]1[CH2:6][CH2:5][CH2:4][CH:3]([CH2:7][OH:8])[CH2:2]1)=[O:17])([CH3:22])([CH3:21])[CH3:20]. Reactant: [NH:1]1[CH2:6][CH2:5][CH2:4][CH:3]([CH2:7][OH:8])[CH2:2]1.C(N(CC)CC)C.[C:16](O[C:16]([O:18][C:19]([CH3:22])([CH3:21])[CH3:20])=[O:17])([O:18][C:19]([CH3:22])([CH3:21])[CH3:20])=[O:17]. The catalyst class is: 12. (2) Reactant: [CH3:1][O:2][C:3](=[O:13])[CH2:4][CH2:5][CH2:6][CH2:7][CH2:8][CH2:9][C:10]([OH:12])=O.C(N(CC)CC)C.C(OC(Cl)=O)C(C)C.[C:29]1([CH2:39][NH2:40])[C:38]2[C:33](=[CH:34][CH:35]=[CH:36][CH:37]=2)[CH:32]=[CH:31][CH:30]=1. Product: [CH3:1][O:2][C:3](=[O:13])[CH2:4][CH2:5][CH2:6][CH2:7][CH2:8][CH2:9][C:10](=[O:12])[NH:40][CH2:39][C:29]1[C:38]2[C:33](=[CH:34][CH:35]=[CH:36][CH:37]=2)[CH:32]=[CH:31][CH:30]=1. The catalyst class is: 334. (3) Reactant: [CH3:1][C:2]1[O:6][N:5]=[C:4]([C:7]2[CH:12]=[CH:11][CH:10]=[CH:9][CH:8]=2)[C:3]=1[C:13]1[CH:18]=[CH:17][C:16]([S:19]([NH2:22])(=[O:21])=[O:20])=[CH:15][CH:14]=1.[C:23](=[O:26])([O-])[O-].[K+].[K+].C[C:30]1[CH:37]=[CH:36][C:33]([CH2:34]Cl)=[CH:32][CH:31]=1.[C:38]([O:41][CH2:42][CH3:43])(=O)C. Product: [CH3:38][O:41][C:42]1[CH:43]=[CH:4][C:3]([CH2:13][N:22]([CH2:34][C:33]2[CH:32]=[CH:31][C:30]([O:26][CH3:23])=[CH:37][CH:36]=2)[S:19]([C:16]2[CH:17]=[CH:18][C:13]([C:3]3[C:4]([C:7]4[CH:8]=[CH:9][CH:10]=[CH:11][CH:12]=4)=[N:5][O:6][C:2]=3[CH3:1])=[CH:14][CH:15]=2)(=[O:21])=[O:20])=[CH:2][CH:1]=1. The catalyst class is: 18. (4) Reactant: F[C:2]1[CH:3]=[C:4]([CH:40]=[C:41](F)[CH:42]=1)[CH2:5][C@H:6]([C:25](N1[C@@H](CC2C=CC=CC=2)COC1=O)=O)[C@@H:7]([C@H:9]1[CH2:13][C@@H:12](OCC=C)CN1C(OC(C)(C)C)=O)O.[F:44][C:45]1[CH:46]=[C:47]([CH:68]=[C:69]([F:71])[CH:70]=1)[CH2:48][C@H:49]1[C@@H:53]([CH:54]2[CH2:59][O:58][CH2:57][CH2:56][N:55]2C(OC(C)(C)C)=O)[O:52][C:51](=[O:67])[NH:50]1.FC1C=C(C=C(F)C=1)C[C@@H]([C@@H](C1COCCN1C(OC(C)(C)C)=O)O)C(O)=O.C1(P(N=[N+]=[N-])(C2C=CC=CC=2)=O)C=CC=CC=1.C(N(CC)CC)C. The catalyst class is: 133. Product: [F:71][C:69]1[CH:68]=[C:47]([CH:46]=[C:45]([F:44])[CH:70]=1)[CH2:48][C@H:49]1[C@@H:53]([C@H:54]2[CH2:59][C@H:57]([OH:58])[CH2:56][N:55]2[CH:5]([C:4]2[CH:3]=[CH:2][CH:42]=[CH:41][CH:40]=2)[C:6]2[CH:7]=[CH:9][CH:13]=[CH:12][CH:25]=2)[O:52][C:51](=[O:67])[NH:50]1. (5) Reactant: [CH:1]1([NH:10][CH2:11][C:12]([OH:14])=[O:13])[C:9]2[C:4](=[CH:5][CH:6]=[CH:7][CH:8]=2)[CH2:3][CH2:2]1.[NH2:15][C@H:16]([C:20]([O:22][CH2:23][CH:24]=[CH2:25])=[O:21])[CH:17]([CH3:19])[CH3:18].[NH:26]([C:39]([O:41][CH2:42][C:43]1[CH:48]=[CH:47][CH:46]=[CH:45][CH:44]=1)=[O:40])[C@H:27]([C:36]([OH:38])=[O:37])[CH2:28][C:29](=[O:35])[O:30][C:31]([CH3:34])([CH3:33])[CH3:32].CN1CCOCC1.C(Cl)CCl. Product: [NH:26]([C:39]([O:41][CH2:42][C:43]1[CH:48]=[CH:47][CH:46]=[CH:45][CH:44]=1)=[O:40])[C@H:27]([C:36]([OH:38])=[O:37])[CH2:28][C:29](=[O:35])[O:30][C:31]([CH3:34])([CH3:33])[CH3:32].[CH:1]1([NH:10][CH2:11][C:12]([OH:14])=[O:13])[C:9]2[C:4](=[CH:5][CH:6]=[CH:7][CH:8]=2)[CH2:3][CH2:2]1.[NH2:15][C@H:16]([C:20]([O:22][CH2:23][CH:24]=[CH2:25])=[O:21])[CH:17]([CH3:19])[CH3:18]. The catalyst class is: 64. (6) The catalyst class is: 7. Product: [F:7][CH:8]([F:19])[C:9]1[CH:10]=[CH:11][C:12]([CH2:13][OH:14])=[CH:17][CH:18]=1. Reactant: [H-].[Al+3].[Li+].[H-].[H-].[H-].[F:7][CH:8]([F:19])[C:9]1[CH:18]=[CH:17][C:12]([C:13](OC)=[O:14])=[CH:11][CH:10]=1.O.[OH-].[Na+]. (7) Reactant: [NH2:1][CH2:2][C:3]1[CH:8]=[CH:7][C:6]([F:9])=[CH:5][C:4]=1[CH2:10][OH:11].[C:12]([O:16][C:17](O[C:17]([O:16][C:12]([CH3:15])([CH3:14])[CH3:13])=[O:18])=[O:18])([CH3:15])([CH3:14])[CH3:13]. Product: [C:12]([O:16][C:17](=[O:18])[NH:1][CH2:2][C:3]1[CH:8]=[CH:7][C:6]([F:9])=[CH:5][C:4]=1[CH2:10][OH:11])([CH3:15])([CH3:14])[CH3:13]. The catalyst class is: 2. (8) Reactant: [CH3:1][O:2][C:3]1[CH:8]=[C:7]([C:9]([F:12])([F:11])[F:10])[CH:6]=[CH:5][C:4]=1[C:13]1[C:22]2[C:17](=[CH:18][C:19]([S:23](OC3C(F)=C(F)C(F)=C(F)C=3F)(=[O:25])=[O:24])=[CH:20][CH:21]=2)[CH:16]=[CH:15][N:14]=1.[S:38]1[CH:42]=[CH:41][N:40]=[C:39]1[NH2:43].C1COCC1.C[Si]([N-][Si](C)(C)C)(C)C.[Li+]. Product: [CH3:1][O:2][C:3]1[CH:8]=[C:7]([C:9]([F:12])([F:10])[F:11])[CH:6]=[CH:5][C:4]=1[C:13]1[C:22]2[C:17](=[CH:18][C:19]([S:23]([NH:43][C:39]3[S:38][CH:42]=[CH:41][N:40]=3)(=[O:24])=[O:25])=[CH:20][CH:21]=2)[CH:16]=[CH:15][N:14]=1. The catalyst class is: 2. (9) Reactant: CON(C)[C:4]([C@H:6]1[CH2:15][C:14]2[C:9](=[CH:10][CH:11]=[CH:12][CH:13]=2)[CH2:8][N:7]1[C:16]([O:18][C:19]([CH3:22])([CH3:21])[CH3:20])=[O:17])=[O:5].[H-].[Al+3].[Li+].[H-].[H-].[H-]. Product: [CH:4]([C@H:6]1[CH2:15][C:14]2[C:9](=[CH:10][CH:11]=[CH:12][CH:13]=2)[CH2:8][N:7]1[C:16]([O:18][C:19]([CH3:22])([CH3:21])[CH3:20])=[O:17])=[O:5]. The catalyst class is: 27. (10) Reactant: C([O:3][C:4](=[O:30])[CH:5]([N:12]1[C:16]2[CH:17]=[C:18]([F:22])[C:19]([F:21])=[CH:20][C:15]=2[N:14]=[C:13]1[C:23]1[CH:28]=[CH:27][C:26]([Cl:29])=[CH:25][CH:24]=1)[CH:6]1[CH2:11][CH2:10][CH2:9][CH2:8][CH2:7]1)C.O.[OH-].[Li+]. Product: [Cl:29][C:26]1[CH:27]=[CH:28][C:23]([C:13]2[N:12]([CH:5]([CH:6]3[CH2:7][CH2:8][CH2:9][CH2:10][CH2:11]3)[C:4]([OH:30])=[O:3])[C:16]3[CH:17]=[C:18]([F:22])[C:19]([F:21])=[CH:20][C:15]=3[N:14]=2)=[CH:24][CH:25]=1. The catalyst class is: 38.